From a dataset of Reaction yield outcomes from USPTO patents with 853,638 reactions. Predict the reaction yield, written as a fraction of the theoretical maximum amount of product (1.0 means a 100% yield; for example, 0.34 means a 34% yield). (1) The reactants are NC(N)=S.[CH3:5][N:6]([CH3:19])[S:7]([C:10]1[C:15]([Cl:16])=[CH:14][CH:13]=[C:12]([NH2:17])[C:11]=1[OH:18])(=[O:9])=[O:8].[CH3:20][C:21]1[CH:26]=[CH:25][CH:24]=[CH:23][C:22]=1[N:27]=[C:28]=[S:29]. No catalyst specified. The product is [Cl:16][C:15]1[CH:14]=[CH:13][C:12]([NH:17][C:28]([NH:27][C:22]2[CH:23]=[CH:24][CH:25]=[CH:26][C:21]=2[CH3:20])=[S:29])=[C:11]([OH:18])[C:10]=1[S:7]([N:6]([CH3:19])[CH3:5])(=[O:9])=[O:8]. The yield is 0.700. (2) The reactants are [Cl:1][C:2]1[C:3]2[CH:24]=[CH:23][CH:22]=[CH:21][C:4]=2[S:5][C:6]=1[CH2:7][O:8][C:9]1[CH:17]=[CH:16][CH:15]=[C:11]([C:12](O)=[O:13])[C:10]=1[C:18]([OH:20])=O.Cl.[NH2:26][CH:27]1[CH2:33][CH2:32][C:31](=[O:34])[NH:30][C:28]1=[O:29]. The catalyst is N1C=CC=CC=1. The product is [Cl:1][C:2]1[C:3]2[CH:24]=[CH:23][CH:22]=[CH:21][C:4]=2[S:5][C:6]=1[CH2:7][O:8][C:9]1[CH:17]=[CH:16][CH:15]=[C:11]2[C:10]=1[C:18](=[O:20])[N:26]([CH:27]1[CH2:33][CH2:32][C:31](=[O:34])[NH:30][C:28]1=[O:29])[C:12]2=[O:13]. The yield is 0.380. (3) The reactants are [H-].[Na+].[Br:3][C:4]1[CH:9]=[CH:8][C:7]([CH2:10][C:11]#[N:12])=[CH:6][CH:5]=1.Br[CH2:14][CH2:15][CH2:16][CH2:17]Br.Cl. The catalyst is CS(C)=O.CS(C)=O.CCOCC.O. The product is [Br:3][C:4]1[CH:9]=[CH:8][C:7]([C:10]2([C:11]#[N:12])[CH2:17][CH2:16][CH2:15][CH2:14]2)=[CH:6][CH:5]=1. The yield is 0.890. (4) The reactants are Cl.[F:2][C:3]1([F:14])[CH2:7][NH:6][C@H:5]([CH2:8][CH:9]([CH3:13])[C:10]([OH:12])=[O:11])[CH2:4]1.Br[CH2:16][C:17]1[NH:22][C:21]([C:23]2[S:24][CH:25]=[CH:26][N:27]=2)=[N:20][C@@H:19]([C:28]2[CH:33]=[CH:32][C:31]([Cl:34])=[CH:30][C:29]=2[Cl:35])[C:18]=1[C:36]([O:38][CH3:39])=[O:37].C(=O)([O-])[O-].[K+].[K+]. The catalyst is C(O)C. The product is [Cl:35][C:29]1[CH:30]=[C:31]([Cl:34])[CH:32]=[CH:33][C:28]=1[C@@H:19]1[N:20]=[C:21]([C:23]2[S:24][CH:25]=[CH:26][N:27]=2)[NH:22][C:17]([CH2:16][N:6]2[CH2:7][C:3]([F:2])([F:14])[CH2:4][C@H:5]2[CH2:8][CH:9]([CH3:13])[C:10]([OH:12])=[O:11])=[C:18]1[C:36]([O:38][CH3:39])=[O:37]. The yield is 0.440. (5) The reactants are [CH2:1]([O:8][C:9]1[CH:14]=[C:13]([O:15][CH2:16][C:17]2[CH:22]=[CH:21][CH:20]=[CH:19][CH:18]=2)[CH:12]=[CH:11][C:10]=1[CH2:23][CH2:24][C:25](OCC1C=CC=CC=1)=[O:26])[C:2]1[CH:7]=[CH:6][CH:5]=[CH:4][CH:3]=1.[H-].[H-].[H-].[H-].[Li+].[Al+3].O. The catalyst is O1CCCC1. The product is [CH2:1]([O:8][C:9]1[CH:14]=[C:13]([O:15][CH2:16][C:17]2[CH:22]=[CH:21][CH:20]=[CH:19][CH:18]=2)[CH:12]=[CH:11][C:10]=1[CH2:23][CH2:24][CH2:25][OH:26])[C:2]1[CH:3]=[CH:4][CH:5]=[CH:6][CH:7]=1. The yield is 0.820. (6) The reactants are [CH:1]12[CH2:7][CH:4]([CH:5]=[CH:6]1)[CH2:3][CH:2]2[C:8]([OH:10])=O.[S:11]1[CH:15]=[CH:14][CH:13]=[C:12]1[CH2:16]N.[CH2:18]([N:20](CC)CC)C.CCN=C=NCCCN(C)C. The catalyst is C(Cl)Cl.CN(C1C=CN=CC=1)C. The product is [S:11]1[CH:15]=[CH:14][CH:13]=[C:12]1[CH2:16][CH2:18][NH:20][C:8]([CH:2]1[CH2:3][CH:4]2[CH2:7][CH:1]1[CH:6]=[CH:5]2)=[O:10]. The yield is 0.680.